This data is from Full USPTO retrosynthesis dataset with 1.9M reactions from patents (1976-2016). The task is: Predict the reactants needed to synthesize the given product. (1) The reactants are: [NH2:1][C@@H:2]([CH2:6][CH:7]1[CH2:11][CH2:10][CH2:9][C:8]1=O)[C:3]([OH:5])=[O:4].O=C1CCCC1CC(NC(N)=O)C(O)=O.N.[H][H]. Given the product [NH:1]1[C@H:2]([C:3]([OH:5])=[O:4])[CH2:6][C@@H:7]2[CH2:11][CH2:10][CH2:9][C@H:8]12, predict the reactants needed to synthesize it. (2) Given the product [CH3:17][S:15][C:12]1[NH:13][N:14]=[C:10]([C:6]2[CH:5]=[CH:18][N:20]=[CH:8][CH:7]=2)[N:11]=1, predict the reactants needed to synthesize it. The reactants are: ClCCl.N1C=[CH:8][CH:7]=[C:6]([C:10]2[N:11]=[C:12]([SH:15])[NH:13][N:14]=2)[CH:5]=1.I[CH3:17].[CH2:18]([N:20](CC)CC)C.